From a dataset of Full USPTO retrosynthesis dataset with 1.9M reactions from patents (1976-2016). Predict the reactants needed to synthesize the given product. Given the product [CH2:25]([O:28][C:8]1[CH:9]=[CH:10][C:11]([N:14]2[CH2:19][CH2:18][NH:17][C@H:16]([CH3:20])[CH2:15]2)=[CH:12][CH:13]=1)[CH3:24], predict the reactants needed to synthesize it. The reactants are: FC1C=CC([C:8]2[CH:13]=[CH:12][C:11]([N:14]3[CH2:19][CH2:18][NH:17][C@H:16]([CH3:20])[CH2:15]3)=[CH:10][CH:9]=2)=CC=1.BrC1C=C[C:25]([O:28]CC)=[CH:24]C=1.